Dataset: Full USPTO retrosynthesis dataset with 1.9M reactions from patents (1976-2016). Task: Predict the reactants needed to synthesize the given product. (1) Given the product [CH2:26]([N:21]1[CH:20]=[N:19][C:18]2[C:22]1=[N:23][CH:24]=[N:25][C:17]=2[O:3][C@H:4]1[CH2:8][CH2:7][N:6]([C:9]([O:11][C:12]([CH3:15])([CH3:14])[CH3:13])=[O:10])[CH2:5]1)[CH3:27], predict the reactants needed to synthesize it. The reactants are: [H-].[Na+].[OH:3][C@H:4]1[CH2:8][CH2:7][N:6]([C:9]([O:11][C:12]([CH3:15])([CH3:14])[CH3:13])=[O:10])[CH2:5]1.Cl[C:17]1[N:25]=[CH:24][N:23]=[C:22]2[C:18]=1[N:19]=[CH:20][N:21]2[CH2:26][CH3:27]. (2) The reactants are: Br.[CH3:2][O:3][C:4](=[O:23])[C:5]1[C:10]([NH:11][C:12]2[CH:17]=[CH:16][C:15]([Br:18])=[CH:14][C:13]=2[F:19])=[C:9]([F:20])[C:8]([O:21]C)=[N:7][CH:6]=1.C(O)(=O)C. Given the product [CH3:2][O:3][C:4]([C:5]1[C:10]([NH:11][C:12]2[CH:17]=[CH:16][C:15]([Br:18])=[CH:14][C:13]=2[F:19])=[C:9]([F:20])[C:8](=[O:21])[NH:7][CH:6]=1)=[O:23], predict the reactants needed to synthesize it. (3) Given the product [CH:23]1([CH2:22][N:13]2[C:14]3[C:19](=[CH:18][CH:17]=[CH:16][C:15]=3[O:20][CH3:21])[C:11]([C:8]3[N:7]=[C:6]([C:32](=[O:34])[CH3:33])[S:10][N:9]=3)=[CH:12]2)[CH2:24][CH2:25][CH2:26][CH2:27][CH2:28]1, predict the reactants needed to synthesize it. The reactants are: C(OC([C:6]1[S:10][N:9]=[C:8]([C:11]2[C:19]3[C:14](=[C:15]([O:20][CH3:21])[CH:16]=[CH:17][CH:18]=3)[N:13]([CH2:22][CH:23]3[CH2:28][CH2:27][CH2:26][CH2:25][CH2:24]3)[CH:12]=2)[N:7]=1)=O)C.C[Mg]Br.[CH2:32]([O:34]CC)[CH3:33]. (4) Given the product [F:35][C:33]1[CH:34]=[C:29]([CH:30]=[C:31]([F:36])[CH:32]=1)[CH2:28][NH:27][C:19]1[CH:18]=[C:17]([NH:16][C:13]2[CH:12]=[CH:11][C:10]([N:7]3[CH2:8][CH2:9][N:4]([CH2:3][CH2:2][NH:45][CH3:44])[CH2:5][CH2:6]3)=[CH:15][CH:14]=2)[N:22]=[CH:21][C:20]=1[CH2:23][C:24]([NH2:26])=[O:25], predict the reactants needed to synthesize it. The reactants are: Cl[CH2:2][CH2:3][N:4]1[CH2:9][CH2:8][N:7]([C:10]2[CH:15]=[CH:14][C:13]([NH:16][C:17]3[N:22]=[CH:21][C:20]([CH2:23][C:24]([NH2:26])=[O:25])=[C:19]([NH:27][CH2:28][C:29]4[CH:34]=[C:33]([F:35])[CH:32]=[C:31]([F:36])[CH:30]=4)[CH:18]=3)=[CH:12][CH:11]=2)[CH2:6][CH2:5]1.C(=O)([O-])[O-].[K+].[K+].O.[CH3:44][NH2:45].C(O)C. (5) The reactants are: Br[CH2:2][C:3]1[CH:12]=[CH:11][C:10]([O:13][CH3:14])=[CH:9][C:4]=1[C:5](OC)=[O:6].[NH3:15].CO. Given the product [CH3:14][O:13][C:10]1[CH:9]=[C:4]2[C:3]([CH2:2][NH:15][C:5]2=[O:6])=[CH:12][CH:11]=1, predict the reactants needed to synthesize it. (6) Given the product [CH3:1][C:2]1[CH:7]=[C:6]([N:8]2[CH2:12][CH2:11][NH:10][C:9]2=[O:13])[CH:5]=[N:4][C:3]=1[O:14][CH2:15][CH2:16][C@@H:17]1[CH2:19][C@@H:18]1[CH:20]1[CH2:25][CH2:24][N:23]([C:26]2[O:28][N:29]=[C:30]([CH:31]([CH3:33])[CH3:32])[N:27]=2)[CH2:22][CH2:21]1, predict the reactants needed to synthesize it. The reactants are: [CH3:1][C:2]1[C:3]([O:14][CH2:15][CH2:16][C@@H:17]2[CH2:19][C@@H:18]2[CH:20]2[CH2:25][CH2:24][N:23]([C:26]#[N:27])[CH2:22][CH2:21]2)=[N:4][CH:5]=[C:6]([N:8]2[CH2:12][CH2:11][NH:10][C:9]2=[O:13])[CH:7]=1.[OH:28][NH:29][C:30](=N)[CH:31]([CH3:33])[CH3:32].CC1C=CC(S(O)(=O)=O)=CC=1.